Dataset: Forward reaction prediction with 1.9M reactions from USPTO patents (1976-2016). Task: Predict the product of the given reaction. (1) Given the reactants Cl[O-].[Na+].[Br-].[K+].[OH-].[Na+].[Cl:8][C:9]1[C:10]([F:21])=[C:11]([CH:14]=[C:15]([C:17]([F:20])([F:19])[F:18])[CH:16]=1)[CH:12]=[O:13].S([O-])([O-])=[O:23].[Na+].[Na+].Cl, predict the reaction product. The product is: [Cl:8][C:9]1[C:10]([F:21])=[C:11]([CH:14]=[C:15]([C:17]([F:19])([F:20])[F:18])[CH:16]=1)[C:12]([OH:23])=[O:13]. (2) The product is: [CH2:12]=[CH:11][CH2:10][CH2:9][CH2:8][CH2:7][CH2:6][CH2:5][CH2:4][CH2:3][CH2:2][CH2:1][CH2:1][CH2:2][CH2:3][CH2:4][CH2:5][CH3:6]. Given the reactants [CH2:1](N)[CH2:2][CH2:3][CH2:4][CH2:5][CH2:6][CH2:7][CH2:8][CH2:9][CH2:10][CH2:11][CH3:12], predict the reaction product. (3) Given the reactants C[O:2]C1C=C(C=CC=1)C(Cl)=O.[CH3:12][O:13][C:14]1[CH:15]=[C:16]([C:22](=[CH:25][C:26]2[CH:31]=[CH:30][CH:29]=[C:28]([O:32][CH3:33])[CH:27]=2)[C:23]#N)C=C[C:19]=1[O:20][CH3:21].COC1C=CC=CC=1OC.[Cl-].[Al+3].[Cl-].[Cl-].COC1C=C(C(C2C=CC(OC)=CC=2)=CC#N)C=CC=1OC, predict the reaction product. The product is: [CH3:21][O:20][C:19]1[CH:23]=[C:22]([C:25]([C:26]2[CH:31]=[CH:30][CH:29]=[C:28]([O:32][CH3:33])[CH:27]=2)=[O:2])[CH:16]=[CH:15][C:14]=1[O:13][CH3:12]. (4) The product is: [NH2:14][C:4]1[N:5]=[C:6]([Cl:13])[C:7]([NH2:8])=[C:2]([Cl:1])[N:3]=1. Given the reactants [Cl:1][C:2]1[C:7]([N:8]=CN(C)C)=[C:6]([Cl:13])[N:5]=[C:4]([N:14]=CN(C)C)[N:3]=1.P(=O)(O)(O)O, predict the reaction product. (5) Given the reactants [C:1]1([C@H:7]2[C@@H:11]([C:12]3[CH:17]=[CH:16][CH:15]=[CH:14][CH:13]=3)[NH:10][C:9](=[S:18])[NH:8]2)[CH:6]=[CH:5][CH:4]=[CH:3][CH:2]=1.[Cl:19][CH2:20][C:21]1[C:30]2[C:25](=[CH:26][CH:27]=[CH:28][CH:29]=2)[CH:24]=[CH:23][CH:22]=1, predict the reaction product. The product is: [ClH:19].[C:21]1([CH2:20][S:18][C:9]2[NH:8][C@H:7]([C:1]3[CH:2]=[CH:3][CH:4]=[CH:5][CH:6]=3)[C@H:11]([C:12]3[CH:13]=[CH:14][CH:15]=[CH:16][CH:17]=3)[N:10]=2)[C:30]2[C:25](=[CH:26][CH:27]=[CH:28][CH:29]=2)[CH:24]=[CH:23][CH:22]=1. (6) Given the reactants [OH:1][CH2:2][C@H:3]([NH:7][C:8]([C:10]1[CH:34]=[CH:33][C:13]2[N:14]([CH3:32])[C:15]([NH:17][C:18]3[S:19][C:20]4[CH:26]=[C:25]([O:27][C:28]([F:31])([F:30])[F:29])[CH:24]=[CH:23][C:21]=4[N:22]=3)=[N:16][C:12]=2[CH:11]=1)=[O:9])[C:4](O)=[O:5].[CH3:35][NH:36][CH3:37].CN(C(ON1N=NC2C=CC=CC1=2)=[N+](C)C)C.F[P-](F)(F)(F)(F)F.CCN(C(C)C)C(C)C, predict the reaction product. The product is: [CH3:35][N:36]([CH3:37])[C:4]([C@@H:3]([NH:7][C:8]([C:10]1[CH:34]=[CH:33][C:13]2[N:14]([CH3:32])[C:15]([NH:17][C:18]3[S:19][C:20]4[CH:26]=[C:25]([O:27][C:28]([F:31])([F:30])[F:29])[CH:24]=[CH:23][C:21]=4[N:22]=3)=[N:16][C:12]=2[CH:11]=1)=[O:9])[CH2:2][OH:1])=[O:5].